Dataset: Catalyst prediction with 721,799 reactions and 888 catalyst types from USPTO. Task: Predict which catalyst facilitates the given reaction. Reactant: O.[NH2:2][NH2:3].O=[C:5]([CH3:20])[CH:6]([C:12]([C:14]1[CH:19]=[CH:18][CH:17]=[CH:16][N:15]=1)=O)[CH2:7][C:8]([O:10][CH3:11])=[O:9].O. Product: [CH3:11][O:10][C:8](=[O:9])[CH2:7][C:6]1[C:5]([CH3:20])=[N:2][NH:3][C:12]=1[C:14]1[CH:19]=[CH:18][CH:17]=[CH:16][N:15]=1. The catalyst class is: 8.